From a dataset of Catalyst prediction with 721,799 reactions and 888 catalyst types from USPTO. Predict which catalyst facilitates the given reaction. (1) Product: [OH:22][C:18]1([C:4]2[CH:9]=[CH:8][CH:7]=[CH:6][C:5]=2[NH:10][CH:11]=[O:12])[CH2:21][CH2:20][CH2:19]1. Reactant: [H-].[Na+].I[C:4]1[CH:9]=[CH:8][CH:7]=[CH:6][C:5]=1[NH:10][CH:11]=[O:12].C([Li])CCC.[C:18]1(=[O:22])[CH2:21][CH2:20][CH2:19]1. The catalyst class is: 7. (2) Product: [F:26][C:18]([F:27])([C:19]1[CH:20]=[CH:21][C:22]([CH3:25])=[CH:23][CH:24]=1)[CH2:17][O:16][C@H:13]1[CH2:14][CH2:15][C@H:11]([NH2:10])[CH2:12]1. The catalyst class is: 63. Reactant: C(OC(=O)[NH:10][C@H:11]1[CH2:15][CH2:14][C@H:13]([O:16][CH2:17][C:18]([F:27])([F:26])[C:19]2[CH:24]=[CH:23][C:22]([CH3:25])=[CH:21][CH:20]=2)[CH2:12]1)C1C=CC=CC=1. (3) Reactant: S(Cl)([Cl:3])=O.[CH3:5][N:6]1[C:10]([C:11](O)=[O:12])=[CH:9][C:8]([CH3:14])=[N:7]1. Product: [CH3:5][N:6]1[C:10]([C:11]([Cl:3])=[O:12])=[CH:9][C:8]([CH3:14])=[N:7]1. The catalyst class is: 9. (4) Reactant: [N:1]1([C:7]2[CH:12]=[CH:11][C:10]([C:13](=[O:15])[CH3:14])=[CH:9][CH:8]=2)[CH2:6][CH2:5][NH:4][CH2:3][CH2:2]1.C([O-])([O-])=O.[K+].[K+].[CH2:22](Br)[C:23]1[CH:28]=[CH:27][CH:26]=[CH:25][CH:24]=1. Product: [CH2:22]([N:4]1[CH2:5][CH2:6][N:1]([C:7]2[CH:8]=[CH:9][C:10]([C:13](=[O:15])[CH3:14])=[CH:11][CH:12]=2)[CH2:2][CH2:3]1)[C:23]1[CH:28]=[CH:27][CH:26]=[CH:25][CH:24]=1. The catalyst class is: 198. (5) Reactant: [H-].[Na+].[C:3]([C:7]1[CH:8]=[C:9]2[C:14](=[C:15]([F:17])[CH:16]=1)[C:13](=[O:18])[NH:12][N:11]=[CH:10]2)([CH3:6])([CH3:5])[CH3:4].[Br:19][C:20]1[CH:21]=[C:22]([F:29])[C:23]([CH2:27]Br)=[C:24]([F:26])[CH:25]=1.O. Product: [Br:19][C:20]1[CH:21]=[C:22]([F:29])[C:23]([CH2:27][N:12]2[N:11]=[CH:10][C:9]3[C:14](=[C:15]([F:17])[CH:16]=[C:7]([C:3]([CH3:6])([CH3:4])[CH3:5])[CH:8]=3)[C:13]2=[O:18])=[C:24]([F:26])[CH:25]=1. The catalyst class is: 3. (6) Reactant: [F:1][C:2]1[CH:7]=[C:6]([N+:8]([O-])=O)[CH:5]=[CH:4][C:3]=1[C:11]1[S:12][CH2:13][C:14](=[O:17])[NH:15][N:16]=1.O.[Cl-].[NH4+].ClCCl. Product: [NH2:8][C:6]1[CH:5]=[CH:4][C:3]([C:11]2[S:12][CH2:13][C:14](=[O:17])[NH:15][N:16]=2)=[C:2]([F:1])[CH:7]=1. The catalyst class is: 186. (7) Reactant: Cl[C:2]1[N:7]=[C:6]([O:8][C:9]2[C:14]3[N:15]=[C:16]([NH:18][C:19](=[O:21])[CH3:20])[S:17][C:13]=3[CH:12]=[CH:11][CH:10]=2)[CH:5]=[C:4]([C:22]2[CH:27]=[CH:26][C:25]([C:28]([F:31])([F:30])[F:29])=[CH:24][CH:23]=2)[N:3]=1.C([Sn](CC[CH2:45][CH3:46])(CCCC)C=C)CCC.[C:47]1([CH3:53])C=CC=CC=1. Product: [N:15]1([CH2:45][CH2:46][C:2]2[N:7]=[C:6]([O:8][C:9]3[C:14]4[N:15]=[C:16]([NH:18][C:19](=[O:21])[CH3:20])[S:17][C:13]=4[CH:12]=[CH:11][CH:10]=3)[CH:5]=[C:4]([C:22]3[CH:27]=[CH:26][C:25]([C:28]([F:31])([F:30])[F:29])=[CH:24][CH:23]=3)[N:3]=2)[CH2:53][CH2:47][O:8][CH2:9][CH2:14]1. The catalyst class is: 752. (8) The catalyst class is: 12. Reactant: [CH3:1][S:2]([CH2:5][C:6]1[CH:11]=[C:10]([N:12]2[CH2:17][CH2:16][O:15][CH2:14][CH2:13]2)[N:9]=[C:8]([C:18]2[CH:24]=[CH:23][C:21]([NH2:22])=[CH:20][CH:19]=2)[N:7]=1)(=[O:4])=[O:3].[CH:25]([N:28]=[C:29]=[O:30])([CH3:27])[CH3:26]. Product: [CH3:1][S:2]([CH2:5][C:6]1[CH:11]=[C:10]([N:12]2[CH2:17][CH2:16][O:15][CH2:14][CH2:13]2)[N:9]=[C:8]([C:18]2[CH:24]=[CH:23][C:21]([NH:22][C:29](=[O:30])[NH:28][CH:25]([CH3:27])[CH3:26])=[CH:20][CH:19]=2)[N:7]=1)(=[O:4])=[O:3]. (9) Reactant: CN(C(ON1N=NC2C=CC=NC1=2)=[N+](C)C)C.[F:18][P-](F)(F)(F)(F)F.[Cl:25][C:26]1[CH:27]=[C:28]([C:53]([OH:55])=O)[CH:29]=[N:30][C:31]=1[NH:32][NH:33][C:34]([NH:36][CH:37]1[C:43]2[C:44](F)=[N:45][CH:46]=[CH:47][C:42]=2[CH2:41][CH2:40][C:39]2[CH:49]=[CH:50][CH:51]=[CH:52][C:38]1=2)=[S:35].[O:56]1[CH2:60][CH2:59][CH2:58][C@@H:57]1[CH2:61][NH2:62].CCN(C(C)C)C(C)C. Product: [Cl:25][C:26]1[CH:27]=[C:28]([C:53]([NH:62][CH2:61][C@H:57]2[CH2:58][CH2:59][CH2:60][O:56]2)=[O:55])[CH:29]=[N:30][C:31]=1[NH:32][NH:33][C:34]([NH:36][CH:37]1[C:43]2[CH:44]=[N:45][CH:46]=[CH:47][C:42]=2[CH2:41][CH2:40][C:39]2[C:49]([F:18])=[CH:50][CH:51]=[CH:52][C:38]1=2)=[S:35]. The catalyst class is: 287. (10) Reactant: [C:1]([O:5][C:6]([C:8]1[NH:9][N:10]=[C:11]([CH2:13][O:14][CH2:15][CH2:16][O:17][CH2:18][CH2:19][O:20][CH3:21])[CH:12]=1)=[O:7])([CH3:4])([CH3:3])[CH3:2].[H-].[Na+].Br[CH2:25][C:26]([NH:28][C:29]1[CH:34]=[CH:33][C:32]([Cl:35])=[CH:31][N:30]=1)=[O:27].O. Product: [C:1]([O:5][C:6]([C:8]1[CH:12]=[C:11]([CH2:13][O:14][CH2:15][CH2:16][O:17][CH2:18][CH2:19][O:20][CH3:21])[N:10]([CH2:25][C:26](=[O:27])[NH:28][C:29]2[CH:34]=[CH:33][C:32]([Cl:35])=[CH:31][N:30]=2)[N:9]=1)=[O:7])([CH3:4])([CH3:3])[CH3:2]. The catalyst class is: 3.